Task: Predict the product of the given reaction.. Dataset: Forward reaction prediction with 1.9M reactions from USPTO patents (1976-2016) (1) The product is: [OH:11][C:5]1[CH:6]=[C:7]([S:18][C:12]2[CH:17]=[CH:16][CH:15]=[CH:14][CH:13]=2)[CH:8]=[CH:9][C:4]=1[C:2](=[O:3])[CH3:1]. Given the reactants [CH3:1][C:2]([C:4]1[CH:9]=[CH:8][C:7](F)=[CH:6][C:5]=1[OH:11])=[O:3].[C:12]1([SH:18])[CH:17]=[CH:16][CH:15]=[CH:14][CH:13]=1.C([O-])([O-])=O.[K+].[K+].Cl, predict the reaction product. (2) Given the reactants FC1C=CC=CC=1C=[O:5].[Na].[BH4-].[Na+].Br[C:14](O)([S:21]([C:24]1[CH:29]=[CH:28][CH:27]=[CH:26][CH:25]=1)(=[O:23])=[O:22])[C:15]1[CH:20]=[CH:19][CH:18]=[CH:17][CH:16]=1.[F:31][C:32]1[CH:37]=[C:36]([F:38])[CH:35]=[CH:34][C:33]=1[C:39](=[O:41])[CH3:40], predict the reaction product. The product is: [F:31][C:32]1[CH:37]=[C:36]([F:38])[CH:35]=[CH:34][C:33]=1[C:39](=[O:41])[CH2:40][C:27]1[CH:26]=[CH:25][C:24]([S:21]([C:14]2[CH:15]=[CH:20][CH:19]=[CH:18][C:17]=2[CH2:16][OH:5])(=[O:22])=[O:23])=[CH:29][CH:28]=1. (3) Given the reactants [NH2:1][CH:2]([C:9]1[CH:14]=[CH:13][CH:12]=[C:11]([F:15])[CH:10]=1)[CH2:3][C:4]([O:6]CC)=[O:5].P([O-])([O-])([O-])=O.[K+].[K+].[K+].[Cl-:24].[Na+:25], predict the reaction product. The product is: [NH2:1][CH:2]([C:9]1[CH:14]=[CH:13][CH:12]=[C:11]([F:15])[CH:10]=1)[CH2:3][C:4]([OH:6])=[O:5].[Cl-:24].[Na+:25]. (4) Given the reactants [Cl:1][C:2]1[CH:3]=[C:4]([C:9]([O:11][N:12]=[C:13]([C:15]2[C:16]3[CH:17]=[CH:18][NH:19][C:20]=3[CH:21]=[CH:22][CH:23]=2)[NH2:14])=O)[CH:5]=[N:6][C:7]=1[Cl:8], predict the reaction product. The product is: [Cl:1][C:2]1[CH:3]=[C:4]([C:9]2[O:11][N:12]=[C:13]([C:15]3[CH:23]=[CH:22][CH:21]=[C:20]4[C:16]=3[CH:17]=[CH:18][NH:19]4)[N:14]=2)[CH:5]=[N:6][C:7]=1[Cl:8]. (5) Given the reactants [Br:1][C:2]1[CH:7]=[CH:6][C:5]([S:8]([NH:11][C:12]2[CH:17]=[C:16]([N+:18]([O-])=O)[CH:15]=[CH:14][C:13]=2[O:21][CH3:22])(=[O:10])=[O:9])=[CH:4][CH:3]=1.C([O-])=O.[NH4+].O, predict the reaction product. The product is: [NH2:18][C:16]1[CH:15]=[CH:14][C:13]([O:21][CH3:22])=[C:12]([NH:11][S:8]([C:5]2[CH:4]=[CH:3][C:2]([Br:1])=[CH:7][CH:6]=2)(=[O:10])=[O:9])[CH:17]=1. (6) Given the reactants [N+:1]([CH2:3][C:4]([O:6]C)=O)#[C-:2].Cl.[F:9][C@H:10]1[CH2:14][CH2:13][NH:12][CH2:11]1.C(N(CC)CC)C, predict the reaction product. The product is: [F:9][C@H:10]1[CH2:14][CH2:13][N:12]([C:4](=[O:6])[CH2:3][N+:1]#[C-:2])[CH2:11]1.